This data is from Forward reaction prediction with 1.9M reactions from USPTO patents (1976-2016). The task is: Predict the product of the given reaction. Given the reactants [CH3:1][C:2]([NH:7][C:8](=[O:18])[C:9]1[CH:14]=[CH:13][C:12]([OH:15])=[C:11]([O:16][CH3:17])[CH:10]=1)([CH3:6])[CH:3]([CH3:5])[CH3:4].[CH2:19](Br)[C:20]#[CH:21].C(=O)([O-])[O-].[Cs+].[Cs+], predict the reaction product. The product is: [CH3:6][C:2]([NH:7][C:8](=[O:18])[C:9]1[CH:14]=[CH:13][C:12]([O:15][CH2:21][C:20]#[CH:19])=[C:11]([O:16][CH3:17])[CH:10]=1)([CH3:1])[CH:3]([CH3:5])[CH3:4].